From a dataset of Peptide-MHC class I binding affinity with 185,985 pairs from IEDB/IMGT. Regression. Given a peptide amino acid sequence and an MHC pseudo amino acid sequence, predict their binding affinity value. This is MHC class I binding data. (1) The peptide sequence is VPFKYAAAF. The MHC is Mamu-A2201 with pseudo-sequence Mamu-A2201. The binding affinity (normalized) is 1.00. (2) The peptide sequence is IFRKKRLTI. The MHC is HLA-B08:02 with pseudo-sequence HLA-B08:02. The binding affinity (normalized) is 0.195. (3) The peptide sequence is MMETQTSTW. The MHC is Mamu-A11 with pseudo-sequence Mamu-A11. The binding affinity (normalized) is 0.122. (4) The peptide sequence is AATIRVLAL. The MHC is HLA-C03:03 with pseudo-sequence HLA-C03:03. The binding affinity (normalized) is 0.797. (5) The peptide sequence is IEAKINVAD. The MHC is HLA-A29:02 with pseudo-sequence HLA-A29:02. The binding affinity (normalized) is 0.0847. (6) The peptide sequence is QYIHCFRKPH. The MHC is HLA-A31:01 with pseudo-sequence HLA-A31:01. The binding affinity (normalized) is 0.450. (7) The peptide sequence is QYPAFVLFI. The MHC is HLA-B15:01 with pseudo-sequence HLA-B15:01. The binding affinity (normalized) is 0.0847. (8) The peptide sequence is LAYFPVFRFLNGS. The MHC is HLA-A24:02 with pseudo-sequence HLA-A24:02. The binding affinity (normalized) is 0.0353.